Predict the reactants needed to synthesize the given product. From a dataset of Full USPTO retrosynthesis dataset with 1.9M reactions from patents (1976-2016). (1) Given the product [CH:9]([C:4]1[C:3]2[O:12][C:13]([SH:14])=[N:1][C:2]=2[C:7]([CH3:8])=[CH:6][CH:5]=1)([CH3:10])[CH3:11], predict the reactants needed to synthesize it. The reactants are: [NH2:1][C:2]1[C:7]([CH3:8])=[CH:6][CH:5]=[C:4]([CH:9]([CH3:11])[CH3:10])[C:3]=1[OH:12].[C:13](=S)(OCC)[S-:14].[K+]. (2) The reactants are: [NH2:1][C:2]1[CH:10]=[CH:9][CH:8]=[C:7]([F:11])[C:3]=1[C:4]([OH:6])=[O:5].[CH3:12][Si](C=[N+]=[N-])(C)C. Given the product [CH3:12][O:5][C:4](=[O:6])[C:3]1[C:7]([F:11])=[CH:8][CH:9]=[CH:10][C:2]=1[NH2:1], predict the reactants needed to synthesize it. (3) Given the product [CH3:11][C:12]1[C:13](=[O:18])[N:14]([C:2]2[CH:7]=[CH:6][C:5]([N+:8]([O-:10])=[O:9])=[CH:4][CH:3]=2)[CH:15]=[CH:16][CH:17]=1, predict the reactants needed to synthesize it. The reactants are: I[C:2]1[CH:7]=[CH:6][C:5]([N+:8]([O-:10])=[O:9])=[CH:4][CH:3]=1.[CH3:11][C:12]1[C:13](=[O:18])[NH:14][CH:15]=[CH:16][CH:17]=1.[O-]P([O-])([O-])=O.[K+].[K+].[K+].N[C@@H]1CCCC[C@H]1N. (4) Given the product [NH:25]1[C:33]2[C:28](=[CH:29][CH:30]=[C:31]([NH:34][C:2]3[C:3]4[NH:15][N:14]=[CH:13][C:4]=4[N:5]=[C:6]([C:8]4[CH:12]=[CH:11][S:10][CH:9]=4)[N:7]=3)[CH:32]=2)[CH:27]=[N:26]1, predict the reactants needed to synthesize it. The reactants are: Cl[C:2]1[C:3]2[C:4](=[CH:13][N:14](CC3C=CC(OC)=CC=3)[N:15]=2)[N:5]=[C:6]([C:8]2[CH:12]=[CH:11][S:10][CH:9]=2)[N:7]=1.[NH:25]1[C:33]2[C:28](=[CH:29][CH:30]=[C:31]([NH2:34])[CH:32]=2)[CH:27]=[N:26]1.Cl. (5) Given the product [Cl:1][C:2]1[CH:21]=[CH:20][C:19]([NH:22][CH2:23][CH2:24][N:25]([CH2:26][CH2:27][S:28][CH3:29])[C:35](=[O:36])[O:34][C:30]([CH3:33])([CH3:32])[CH3:31])=[CH:18][C:3]=1[C:4]([NH:6][CH2:7][C:8]12[CH2:9][CH:10]3[CH2:16][CH:14]([CH2:13][CH:12]([CH2:11]3)[CH2:17]1)[CH2:15]2)=[O:5], predict the reactants needed to synthesize it. The reactants are: [Cl:1][C:2]1[CH:21]=[CH:20][C:19]([NH:22][CH2:23][CH2:24][NH:25][CH2:26][CH2:27][S:28][CH3:29])=[CH:18][C:3]=1[C:4]([NH:6][CH2:7][C:8]12[CH2:17][CH:12]3[CH2:13][CH:14]([CH2:16][CH:10]([CH2:11]3)[CH2:9]1)[CH2:15]2)=[O:5].[C:30]([O:34][C:35](O[C:35]([O:34][C:30]([CH3:33])([CH3:32])[CH3:31])=[O:36])=[O:36])([CH3:33])([CH3:32])[CH3:31].C(N(CC)CC)C.ClCCl. (6) Given the product [Br:28][C:24]1[CH:23]=[C:22]([C:15]([NH2:14])([C:17]2[CH:21]=[CH:20][NH:19][N:18]=2)[CH3:16])[CH:27]=[CH:26][CH:25]=1, predict the reactants needed to synthesize it. The reactants are: Cl.O1CCOCC1.C(OC(=O)[NH:14][C:15]([C:22]1[CH:27]=[CH:26][CH:25]=[C:24]([Br:28])[CH:23]=1)([C:17]1[CH:21]=[CH:20][NH:19][N:18]=1)[CH3:16])(C)(C)C. (7) Given the product [CH2:1]([O:8][C:9]1[C:10]([C:41]([OH:43])=[O:42])=[N:11][C:12]([C:15]2[C:16]([N:35]([CH3:40])[S:36]([CH3:39])(=[O:37])=[O:38])=[CH:17][C:18]3[O:22][C:21]([C:23]4[CH:24]=[CH:25][C:26]([F:29])=[CH:27][CH:28]=4)=[C:20]([C:30](=[O:33])[NH:31][CH3:32])[C:19]=3[CH:34]=2)=[CH:13][CH:14]=1)[C:2]1[CH:3]=[CH:4][CH:5]=[CH:6][CH:7]=1, predict the reactants needed to synthesize it. The reactants are: [CH2:1]([O:8][C:9]1[C:10]([C:41]([O:43]C)=[O:42])=[N:11][C:12]([C:15]2[C:16]([N:35]([CH3:40])[S:36]([CH3:39])(=[O:38])=[O:37])=[CH:17][C:18]3[O:22][C:21]([C:23]4[CH:28]=[CH:27][C:26]([F:29])=[CH:25][CH:24]=4)=[C:20]([C:30](=[O:33])[NH:31][CH3:32])[C:19]=3[CH:34]=2)=[CH:13][CH:14]=1)[C:2]1[CH:7]=[CH:6][CH:5]=[CH:4][CH:3]=1.O[Li].O.